From a dataset of Drug-target binding data from BindingDB using IC50 measurements. Regression. Given a target protein amino acid sequence and a drug SMILES string, predict the binding affinity score between them. We predict pIC50 (pIC50 = -log10(IC50 in M); higher means more potent). Dataset: bindingdb_ic50. (1) The pIC50 is 9.2. The compound is CCS(=O)(=O)NC[C@H]1CC[C@H](Nc2nc(C3(F)CCCC3)no2)CC1. The target protein (O70342) has sequence MEVKLEEHFNKTFVTENNTAASQNTASPAWEDYRGTENNTSAARNTAFPVWEDYRGSVDDLQYFLIGLYTFVSLLGFMGNLLILMAVMKKRNQKTTVNFLIGNLAFSDILVVLFCSPFTLTSVLLDQWMFGKAMCHIMPFLQCVSVLVSTLILISIAIVRYHMIKHPISNNLTANHGYFLIATVWTLGFAICSPLPVFHSLVELKETFGSALLSSKYLCVESWPSDSYRIAFTISLLLVQYILPLVCLTVSHTSVCRSISCGLSHKENRLEENEMINLTLHPSKKSRDQAKPPSTQKWSYSFIRKHRRRYSKKTACVLPAPAGPSQEKHLTVPENPGSVRSQLSPSSKVIPGVPICFEVKPEESSDAQEMRVKRSLTRIKKRSRSVFYRLTILILVFAVSWMPLHVFHVVTDFNDNLISNRHFKLVYCICHLLGMMSCCLNPILYGFLNNGIKADLRALIHCLHMS. (2) The drug is NC(=O)[C@H](Cc1ccccc1)NC(=O)[C@H](Cc1ccc2ccc(OCc3ccccc3)cc2c1)[C@H](O)C(=O)NO. The target protein (P06734) has sequence MEEGQYSEIEELPRRRCCRRGTQIVLLGLVTAALWAGLLTLLLLWHWDTTQSLKQLEERAARNVSQVSKNLESHHGDQMAQKSQSTQISQELEELRAEQQRLKSQDLELSWNLNGLQADLSSFKSQELNERNEASDLLERLREEVTKLRMELQVSSGFVCNTCPEKWINFQRKCYYFGKGTKQWVHARYACDDMEGQLVSIHSPEEQDFLTKHASHTGSWIGLRNLDLKGEFIWVDGSHVDYSNWAPGEPTSRSQGEDCVMMRGSGRWNDAFCDRKLGAWVCDRLATCTPPASEGSAESMGPDSRPDPDGRLPTPSAPLHS. The pIC50 is 4.7.